This data is from NCI-60 drug combinations with 297,098 pairs across 59 cell lines. The task is: Regression. Given two drug SMILES strings and cell line genomic features, predict the synergy score measuring deviation from expected non-interaction effect. (1) Drug 1: CC(C1=C(C=CC(=C1Cl)F)Cl)OC2=C(N=CC(=C2)C3=CN(N=C3)C4CCNCC4)N. Drug 2: CC1=C(C(=O)C2=C(C1=O)N3CC4C(C3(C2COC(=O)N)OC)N4)N. Cell line: HCT-15. Synergy scores: CSS=39.6, Synergy_ZIP=-2.24, Synergy_Bliss=4.68, Synergy_Loewe=-9.00, Synergy_HSA=5.16. (2) Drug 1: CN(C)C1=NC(=NC(=N1)N(C)C)N(C)C. Drug 2: CCC1(CC2CC(C3=C(CCN(C2)C1)C4=CC=CC=C4N3)(C5=C(C=C6C(=C5)C78CCN9C7C(C=CC9)(C(C(C8N6C=O)(C(=O)OC)O)OC(=O)C)CC)OC)C(=O)OC)O.OS(=O)(=O)O. Cell line: SNB-75. Synergy scores: CSS=10.9, Synergy_ZIP=0.784, Synergy_Bliss=6.24, Synergy_Loewe=0.0138, Synergy_HSA=4.22. (3) Drug 1: CNC(=O)C1=NC=CC(=C1)OC2=CC=C(C=C2)NC(=O)NC3=CC(=C(C=C3)Cl)C(F)(F)F. Drug 2: C1=CN(C=N1)CC(O)(P(=O)(O)O)P(=O)(O)O. Cell line: NCI-H226. Synergy scores: CSS=0.977, Synergy_ZIP=-5.41, Synergy_Bliss=-11.6, Synergy_Loewe=-10.8, Synergy_HSA=-11.4. (4) Drug 1: CN(CC1=CN=C2C(=N1)C(=NC(=N2)N)N)C3=CC=C(C=C3)C(=O)NC(CCC(=O)O)C(=O)O. Drug 2: C1CN(CCN1C(=O)CCBr)C(=O)CCBr. Cell line: NCI-H322M. Synergy scores: CSS=44.2, Synergy_ZIP=0.309, Synergy_Bliss=0.598, Synergy_Loewe=-73.0, Synergy_HSA=-0.692.